Dataset: Forward reaction prediction with 1.9M reactions from USPTO patents (1976-2016). Task: Predict the product of the given reaction. (1) Given the reactants [CH:1]1([C:5]2[C:10]([OH:11])=[C:9]([F:12])[C:8]([C:13]3[CH:22]=[N:21][C:20]4[NH:19][CH2:18][CH2:17][O:16][C:15]=4[CH:14]=3)=[CH:7][CH:6]=2)[CH2:4][CH2:3][CH2:2]1.Br[CH2:24][C:25]1[CH:30]=[CH:29][C:28]([C:31]([F:34])([F:33])[F:32])=[CH:27][CH:26]=1, predict the reaction product. The product is: [CH:1]1([C:5]2[CH:6]=[CH:7][C:8]([C:13]3[CH:22]=[N:21][C:20]4[NH:19][CH2:18][CH2:17][O:16][C:15]=4[CH:14]=3)=[C:9]([F:12])[C:10]=2[O:11][CH2:24][C:25]2[CH:26]=[CH:27][C:28]([C:31]([F:32])([F:33])[F:34])=[CH:29][CH:30]=2)[CH2:2][CH2:3][CH2:4]1. (2) Given the reactants [Br:1][C:2]1[CH:3]=[CH:4][C:5]([O:9][CH3:10])=[C:6]([CH:8]=1)[NH2:7].Cl[C:12](OC(Cl)(Cl)Cl)=[O:13], predict the reaction product. The product is: [Br:1][C:2]1[CH:3]=[CH:4][C:5]([O:9][CH3:10])=[C:6]([N:7]=[C:12]=[O:13])[CH:8]=1. (3) Given the reactants N[C:2]1[CH:10]=[CH:9][C:8]([Br:11])=[CH:7][C:3]=1[C:4]([NH2:6])=[O:5].C([N:14](CC)CC)C.[C:19](Cl)(=[O:28])[C:20]1[C:21]([O:26][CH3:27])=[CH:22][CH:23]=[CH:24][CH:25]=1.Cl.C(N(CC)CC)C, predict the reaction product. The product is: [C:19]([C:2]1[C:10]([NH2:14])=[CH:9][C:8]([Br:11])=[CH:7][C:3]=1[C:4]([NH2:6])=[O:5])(=[O:28])[C:20]1[C:21]([O:26][CH3:27])=[CH:22][CH:23]=[CH:24][CH:25]=1. (4) The product is: [ClH:1].[F:8][C:9]1[CH:10]=[C:11]([C:15]2[N:16]=[C:17]3[CH2:22][CH:21]([NH2:23])[CH2:20][CH2:19][N:18]3[CH:31]=2)[CH:12]=[CH:13][CH:14]=1. Given the reactants [ClH:1].O1CCOCC1.[F:8][C:9]1[CH:10]=[C:11]([C:15]2[N:16]=[C:17]3[CH2:22][CH:21]([NH:23]C(=O)OC(C)(C)C)[CH2:20][CH2:19][N:18]3[CH:31]=2)[CH:12]=[CH:13][CH:14]=1, predict the reaction product. (5) Given the reactants [S:1]1[CH2:5][CH2:4][C:3]2[CH:6]=[C:7]([CH2:10][C:11]([OH:13])=[O:12])[CH:8]=[CH:9][C:2]1=2.[CH3:14]O, predict the reaction product. The product is: [CH3:14][O:12][C:11](=[O:13])[CH2:10][C:7]1[CH:8]=[CH:9][C:2]2[S:1][CH2:5][CH2:4][C:3]=2[CH:6]=1. (6) Given the reactants Cl.Cl.[C@H:3]12[CH2:9][C@H:6]([NH:7][CH2:8]1)[CH2:5][N:4]2[C:10]([C@@:12]1([C:26]2([OH:30])[CH2:29][CH2:28][CH2:27]2)[CH2:16][CH2:15][C@@H:14]([NH:17][C@@H:18]2[C@H:23]([O:24][CH3:25])[CH2:22][O:21][CH2:20][CH2:19]2)[CH2:13]1)=[O:11].Cl[C:32]1[CH:37]=[CH:36][CH:35]=[C:34]([C:38]([F:41])([F:40])[F:39])[N:33]=1.C(N(C(C)C)CC)(C)C, predict the reaction product. The product is: [OH:30][C:26]1([C@:12]2([C:10]([N:4]3[CH2:5][C@@H:6]4[CH2:9][C@H:3]3[CH2:8][N:7]4[C:32]3[CH:37]=[CH:36][CH:35]=[C:34]([C:38]([F:41])([F:40])[F:39])[N:33]=3)=[O:11])[CH2:16][CH2:15][C@@H:14]([NH:17][C@@H:18]3[C@H:23]([O:24][CH3:25])[CH2:22][O:21][CH2:20][CH2:19]3)[CH2:13]2)[CH2:29][CH2:28][CH2:27]1.